From a dataset of Forward reaction prediction with 1.9M reactions from USPTO patents (1976-2016). Predict the product of the given reaction. Given the reactants CN(C(ON1N=NC2C=CC=NC1=2)=[N+](C)C)C.F[P-](F)(F)(F)(F)F.[CH2:25]([O:28][C@@H:29]([CH3:53])[CH2:30][C@@H:31]([CH3:52])[CH:32]([NH:44][C:45]([O:47][C:48]([CH3:51])([CH3:50])[CH3:49])=[O:46])[C:33]([N:35]1[CH2:39][C@H:38]([OH:40])[CH2:37][C@H:36]1[C:41]([OH:43])=O)=[O:34])[CH:26]=[CH2:27].C1(C)C=CC(S(O)(=O)=O)=CC=1.[NH2:65][C@:66]1([C:71]([NH:73][S:74]([CH:77]2[CH2:79][CH2:78]2)(=[O:76])=[O:75])=[O:72])[CH2:68][C@H:67]1[CH:69]=[CH2:70], predict the reaction product. The product is: [CH2:25]([O:28][C@@H:29]([CH3:53])[CH2:30][C@@H:31]([CH3:52])[CH:32]([NH:44][C:45](=[O:46])[O:47][C:48]([CH3:49])([CH3:50])[CH3:51])[C:33]([N:35]1[CH2:39][C@H:38]([OH:40])[CH2:37][C@H:36]1[C:41](=[O:43])[NH:65][C@:66]1([C:71](=[O:72])[NH:73][S:74]([CH:77]2[CH2:79][CH2:78]2)(=[O:76])=[O:75])[CH2:68][C@H:67]1[CH:69]=[CH2:70])=[O:34])[CH:26]=[CH2:27].